Task: Predict the reactants needed to synthesize the given product.. Dataset: Full USPTO retrosynthesis dataset with 1.9M reactions from patents (1976-2016) (1) Given the product [CH2:31]([O:33][C:34]([N:36]1[CH2:37][CH2:38][CH:39]([N:42]([C:20]2[S:21][C:17](=[CH:16][C:12]3[CH:11]=[C:10]4[C:15](=[CH:14][CH:13]=3)[N:7]([CH2:6][C:5]3[CH:25]=[CH:26][C:2]([Cl:1])=[CH:3][C:4]=3[C:27]([F:28])([F:30])[F:29])[N:8]=[CH:9]4)[C:18](=[O:24])[N:19]=2)[CH3:43])[CH2:40][CH2:41]1)=[O:35])[CH3:32], predict the reactants needed to synthesize it. The reactants are: [Cl:1][C:2]1[CH:26]=[CH:25][C:5]([CH2:6][N:7]2[C:15]3[C:10](=[CH:11][C:12]([CH:16]=[C:17]4[S:21][CH:20](SC)[NH:19][C:18]4=[O:24])=[CH:13][CH:14]=3)[CH:9]=[N:8]2)=[C:4]([C:27]([F:30])([F:29])[F:28])[CH:3]=1.[CH2:31]([O:33][C:34]([N:36]1[CH2:41][CH2:40][CH:39]([NH:42][CH3:43])[CH2:38][CH2:37]1)=[O:35])[CH3:32]. (2) Given the product [CH3:1][O:2][C:3]1[CH:4]=[C:5]([NH:6][C:7](=[S:30])[C:8]([O:10][CH2:11][CH3:12])=[O:9])[CH:14]=[C:15]([O:19][CH3:20])[C:16]=1[O:17][CH3:18], predict the reactants needed to synthesize it. The reactants are: [CH3:1][O:2][C:3]1[CH:4]=[C:5]([CH:14]=[C:15]([O:19][CH3:20])[C:16]=1[O:17][CH3:18])[NH:6][C:7](=O)[C:8]([O:10][CH2:11][CH3:12])=[O:9].COC1C=CC(P2(=S)SP(=S)(C3C=CC(OC)=CC=3)[S:30]2)=CC=1.O. (3) The reactants are: [C:9](O[C:9]([O:11][C:12]([CH3:15])([CH3:14])[CH3:13])=[O:10])([O:11][C:12]([CH3:15])([CH3:14])[CH3:13])=[O:10].[Br:16][C:17]1[CH:23]=[C:22]([F:24])[C:21]([Cl:25])=[CH:20][C:18]=1[NH2:19]. Given the product [C:12]([O:11][C:9]([N:19]([C:9]([O:11][C:12]([CH3:13])([CH3:14])[CH3:15])=[O:10])[C:18]1[CH:20]=[C:21]([Cl:25])[C:22]([F:24])=[CH:23][C:17]=1[Br:16])=[O:10])([CH3:15])([CH3:14])[CH3:13], predict the reactants needed to synthesize it.